From a dataset of Full USPTO retrosynthesis dataset with 1.9M reactions from patents (1976-2016). Predict the reactants needed to synthesize the given product. (1) Given the product [F:1][C:2]1[CH:3]=[C:4]([C:9]([O:12][Si:27]([CH:34]([CH3:36])[CH3:35])([CH:31]([CH3:33])[CH3:32])[CH:28]([CH3:30])[CH3:29])([CH3:10])[CH3:11])[CH:5]=[C:6]([F:8])[CH:7]=1, predict the reactants needed to synthesize it. The reactants are: [F:1][C:2]1[CH:3]=[C:4]([C:9]([OH:12])([CH3:11])[CH3:10])[CH:5]=[C:6]([F:8])[CH:7]=1.N1C(C)=CC=CC=1C.FC(F)(F)S(O[Si:27]([CH:34]([CH3:36])[CH3:35])([CH:31]([CH3:33])[CH3:32])[CH:28]([CH3:30])[CH3:29])(=O)=O. (2) The reactants are: [C:1]([NH:8][C@H:9]([C:14]([OH:16])=[O:15])[C:10]([CH3:13])([CH3:12])[CH3:11])([O:3][C:4]([CH3:7])([CH3:6])[CH3:5])=[O:2].C(N(CC)C(C)C)(C)C.CCN=C=NCCCN(C)C.[ClH:37].C1C=CC2N(O)N=NC=2C=1.Cl.[NH2:49][CH2:50][C:51]([NH2:53])=[O:52].[O-][Mn](=O)(=O)=O.[K+].II. Given the product [ClH:37].[NH2:8][C@@H:9]([C:10]([CH3:11])([CH3:12])[CH3:13])[C:14]([NH:49][CH2:50][C:51](=[O:52])[NH2:53])=[O:16].[C:4]([O:3][C:1](=[O:2])[NH:8][C@H:9]([C:14](=[O:15])[NH:49][CH2:50][C:51](=[O:52])[NH2:53])[C:10]([CH3:13])([CH3:12])[CH3:11])([CH3:7])([CH3:5])[CH3:6], predict the reactants needed to synthesize it. (3) Given the product [C:21]([N:24]1[CH2:29][CH2:28][CH:27]([C:30]2[O:12][C:11]3[C:3](=[C:4]([C:5]([OH:7])=[O:6])[CH:8]=[CH:9][CH:10]=3)[N:2]=2)[CH2:26][CH2:25]1)(=[O:23])[CH3:22], predict the reactants needed to synthesize it. The reactants are: Br.[NH2:2][C:3]1[C:11]([OH:12])=[CH:10][CH:9]=[CH:8][C:4]=1[C:5]([OH:7])=[O:6].C(N(CC)CC)C.Cl.[C:21]([N:24]1[CH2:29][CH2:28][CH:27]([C:30](Cl)=O)[CH2:26][CH2:25]1)(=[O:23])[CH3:22].O.C1(C)C=CC(S(O)(=O)=O)=CC=1. (4) Given the product [F:21][C:18]([F:19])([F:20])[S:15]([NH:14][CH2:13][C:11]1[S:12][C:8]([C:5]2[CH:4]=[CH:3][C:2]([NH:1][C:23]([NH:22][C:25]3[CH:26]=[CH:27][C:28]([C:31]([F:32])([F:33])[F:34])=[CH:29][CH:30]=3)=[O:24])=[CH:7][CH:6]=2)=[CH:9][N:10]=1)(=[O:17])=[O:16], predict the reactants needed to synthesize it. The reactants are: [NH2:1][C:2]1[CH:7]=[CH:6][C:5]([C:8]2[S:12][C:11]([CH2:13][NH:14][S:15]([C:18]([F:21])([F:20])[F:19])(=[O:17])=[O:16])=[N:10][CH:9]=2)=[CH:4][CH:3]=1.[N:22]([C:25]1[CH:30]=[CH:29][C:28]([C:31]([F:34])([F:33])[F:32])=[CH:27][CH:26]=1)=[C:23]=[O:24].